This data is from Forward reaction prediction with 1.9M reactions from USPTO patents (1976-2016). The task is: Predict the product of the given reaction. (1) Given the reactants C[O:2][C:3]1[CH:4]=[C:5]([C:14]([C:17]2[CH:18]=[C:19]([NH:23][C:24]([C:26]3[NH:27][C:28]4[C:33]([CH:34]=3)=[CH:32][CH:31]=[C:30]([NH:35][S:36]([CH3:39])(=[O:38])=[O:37])[CH:29]=4)=[O:25])[CH:20]=[CH:21][CH:22]=2)([CH3:16])[CH3:15])[CH:6]=[C:7]([O:9][C:10]([F:13])([F:12])[F:11])[CH:8]=1.B(Br)(Br)Br.O, predict the reaction product. The product is: [OH:2][C:3]1[CH:4]=[C:5]([C:14]([C:17]2[CH:18]=[C:19]([NH:23][C:24]([C:26]3[NH:27][C:28]4[C:33]([CH:34]=3)=[CH:32][CH:31]=[C:30]([NH:35][S:36]([CH3:39])(=[O:37])=[O:38])[CH:29]=4)=[O:25])[CH:20]=[CH:21][CH:22]=2)([CH3:16])[CH3:15])[CH:6]=[C:7]([O:9][C:10]([F:12])([F:11])[F:13])[CH:8]=1. (2) Given the reactants Cl.[CH2:2]([O:4][C:5](=[O:8])[CH2:6][NH2:7])[CH3:3].C(N(CC)CC)C.Br.[Br:17][C:18]1[CH:19]=[C:20]([CH2:25]Br)[C:21]([NH2:24])=[N:22][CH:23]=1, predict the reaction product. The product is: [NH2:24][C:21]1[C:20]([CH2:25][NH:7][CH2:6][C:5]([O:4][CH2:2][CH3:3])=[O:8])=[CH:19][C:18]([Br:17])=[CH:23][N:22]=1. (3) Given the reactants [Cl:1][C:2]1[CH:7]=[CH:6][C:5](I)=[C:4]([CH2:9]Cl)[CH:3]=1.C([Mg]Br)(C)C.[CH3:16][C:17]([Si:20]([CH3:26])([CH3:25])[O:21][CH2:22][CH:23]=[O:24])([CH3:19])[CH3:18], predict the reaction product. The product is: [Cl:1][C:2]1[CH:7]=[CH:6][C:5]2[CH:23]([CH2:22][O:21][Si:20]([C:17]([CH3:19])([CH3:18])[CH3:16])([CH3:26])[CH3:25])[O:24][CH2:9][C:4]=2[CH:3]=1. (4) Given the reactants [NH2:1][C@@H:2]1[CH2:6][CH2:5][N:4]([C:7]([O:9][C:10]([CH3:13])([CH3:12])[CH3:11])=[O:8])[CH2:3]1.F[C:15]1[CH:20]=[CH:19][C:18]([C:21]#[N:22])=[CH:17][N:16]=1.CCN(C(C)C)C(C)C.C(O)CC, predict the reaction product. The product is: [C:21]([C:18]1[CH:19]=[CH:20][C:15]([NH:1][C@@H:2]2[CH2:6][CH2:5][N:4]([C:7]([O:9][C:10]([CH3:13])([CH3:12])[CH3:11])=[O:8])[CH2:3]2)=[N:16][CH:17]=1)#[N:22]. (5) Given the reactants [Cl:1][C:2]1[N:19]=[C:5]2[C:6]([C:10]#[C:11][C:12]3[CH:17]=[CH:16][CH:15]=[CH:14][C:13]=3[NH2:18])=[CH:7][CH:8]=[CH:9][N:4]2[N:3]=1.C(N(CC)C(C)C)(C)C.[CH3:29][S:30](Cl)(=[O:32])=[O:31].Cl.[F-].C([N+](CCCC)(CCCC)CCCC)CCC.O1CCCC1, predict the reaction product. The product is: [Cl:1][C:2]1[N:19]=[C:5]2[C:6]([C:10]#[C:11][C:12]3[CH:17]=[CH:16][CH:15]=[CH:14][C:13]=3[NH:18][S:30]([CH3:29])(=[O:32])=[O:31])=[CH:7][CH:8]=[CH:9][N:4]2[N:3]=1. (6) Given the reactants [Cl:1][C:2]1[CH:3]=[C:4]([NH:8][C:9]2[N:14]=[C:13]([C:15]3[CH:20]=[CH:19][N:18]=[C:17]([C:21]#[N:22])[CH:16]=3)[CH:12]=[CH:11][N:10]=2)[CH:5]=[CH:6][CH:7]=1, predict the reaction product. The product is: [NH2:22][CH2:21][C:17]1[CH:16]=[C:15]([C:13]2[CH:12]=[CH:11][N:10]=[C:9]([NH:8][C:4]3[CH:5]=[CH:6][CH:7]=[C:2]([Cl:1])[CH:3]=3)[N:14]=2)[CH:20]=[CH:19][N:18]=1. (7) Given the reactants [CH3:1][C:2]([CH3:18])([CH3:17])[C@H:3]([OH:16])[CH2:4][N:5]1[CH:9]=[CH:8][C:7]([C:10]2[CH:11]=[N:12][CH:13]=[CH:14][CH:15]=2)=[N:6]1.Cl[C:20]([O:22][C:23]1[CH:28]=[CH:27][C:26]([N+:29]([O-:31])=[O:30])=[CH:25][CH:24]=1)=[O:21], predict the reaction product. The product is: [C:20](=[O:21])([O:22][C:23]1[CH:24]=[CH:25][C:26]([N+:29]([O-:31])=[O:30])=[CH:27][CH:28]=1)[O:16][C@H:3]([CH2:4][N:5]1[CH:9]=[CH:8][C:7]([C:10]2[CH:11]=[N:12][CH:13]=[CH:14][CH:15]=2)=[N:6]1)[C:2]([CH3:18])([CH3:17])[CH3:1]. (8) Given the reactants [C:1]([C:3]1[CH:8]=[CH:7][C:6]([CH2:9][CH2:10][N:11]2[CH2:16][CH2:15][C:14]([CH2:18][N:19]([CH3:36])[C:20]3[CH:35]=[CH:34][C:23]([C:24]([NH:26][O:27]C4CCCCO4)=[O:25])=[CH:22][CH:21]=3)([OH:17])[CH2:13][CH2:12]2)=[CH:5][CH:4]=1)#[N:2].[ClH:37], predict the reaction product. The product is: [ClH:37].[C:1]([C:3]1[CH:4]=[CH:5][C:6]([CH2:9][CH2:10][N:11]2[CH2:16][CH2:15][C:14]([CH2:18][N:19]([CH3:36])[C:20]3[CH:21]=[CH:22][C:23]([C:24]([NH:26][OH:27])=[O:25])=[CH:34][CH:35]=3)([OH:17])[CH2:13][CH2:12]2)=[CH:7][CH:8]=1)#[N:2].